From a dataset of Reaction yield outcomes from USPTO patents with 853,638 reactions. Predict the reaction yield, written as a fraction of the theoretical maximum amount of product (1.0 means a 100% yield; for example, 0.34 means a 34% yield). (1) The reactants are [F-].C([N+](CCCC)(CCCC)CCCC)CCC.[F:19][C:20]1([F:68])[CH2:23][CH:22]([O:24][C:25]2[C:26]3[C:49]([C:50]4[CH:55]=[CH:54][C:53]([C:56](=[O:59])[NH:57][CH3:58])=[CH:52][CH:51]=4)=[CH:48][N:47](COCC[Si](C)(C)C)[C:27]=3[N:28]=[C:29]([NH:31][C:32]3[CH:44]=[CH:43][C:35]([C:36]([NH:38][CH:39]4[CH2:42][O:41][CH2:40]4)=[O:37])=[CH:34][C:33]=3[O:45][CH3:46])[N:30]=2)[CH2:21]1. The catalyst is C1COCC1. The product is [F:68][C:20]1([F:19])[CH2:21][CH:22]([O:24][C:25]2[C:26]3[C:49]([C:50]4[CH:55]=[CH:54][C:53]([C:56](=[O:59])[NH:57][CH3:58])=[CH:52][CH:51]=4)=[CH:48][NH:47][C:27]=3[N:28]=[C:29]([NH:31][C:32]3[CH:44]=[CH:43][C:35]([C:36]([NH:38][CH:39]4[CH2:40][O:41][CH2:42]4)=[O:37])=[CH:34][C:33]=3[O:45][CH3:46])[N:30]=2)[CH2:23]1. The yield is 0.539. (2) The reactants are [N+:1]([C:4]1[CH:9]=[CH:8][CH:7]=[CH:6][C:5]=1[S:10](Cl)(=[O:12])=[O:11])([O-:3])=[O:2].[Cl:14][C:15]1[CH:24]=[CH:23][C:22]2[C:17](=[C:18]([NH2:25])[CH:19]=[CH:20][CH:21]=2)[N:16]=1.N1C=CC=CC=1. The catalyst is CN(C1C=CN=CC=1)C.C(Cl)Cl. The product is [Cl:14][C:15]1[CH:24]=[CH:23][C:22]2[C:17](=[C:18]([NH:25][S:10]([C:5]3[CH:6]=[CH:7][CH:8]=[CH:9][C:4]=3[N+:1]([O-:3])=[O:2])(=[O:12])=[O:11])[CH:19]=[CH:20][CH:21]=2)[N:16]=1. The yield is 0.800. (3) The reactants are [Cl:1][C:2]1[CH:28]=[CH:27][C:5]([CH2:6][NH:7][C:8]([C:10]2[C:11]([OH:26])=[C:12]3[CH:18]=[C:17]([CH2:19][N:20]4[CH2:25][CH2:24][O:23][CH2:22][CH2:21]4)[S:16][C:13]3=[N:14][CH:15]=2)=[O:9])=[CH:4][CH:3]=1.C(=O)([O-])[O-].[K+].[K+].[CH2:35](Br)[C:36]1[CH:41]=[CH:40][CH:39]=[CH:38][CH:37]=1.O. The catalyst is CN(C=O)C. The product is [CH2:35]([N:14]1[CH:15]=[C:10]([C:8]([NH:7][CH2:6][C:5]2[CH:27]=[CH:28][C:2]([Cl:1])=[CH:3][CH:4]=2)=[O:9])[C:11](=[O:26])[C:12]2[CH:18]=[C:17]([CH2:19][N:20]3[CH2:21][CH2:22][O:23][CH2:24][CH2:25]3)[S:16][C:13]1=2)[C:36]1[CH:41]=[CH:40][CH:39]=[CH:38][CH:37]=1. The yield is 0.790. (4) The reactants are [Br:1][C:2]1[CH:3]=[C:4]([NH:9][C:10]([C:13]2[C:17]([NH:18][CH2:19][CH2:20][O:21][CH3:22])=[N:16][O:15][N:14]=2)=[N:11][OH:12])[CH:5]=[CH:6][C:7]=1[F:8].[C:23](N1C=CN=C1)(N1C=CN=C1)=[O:24]. The catalyst is C(OCC)(=O)C. The product is [Br:1][C:2]1[CH:3]=[C:4]([N:9]2[C:23](=[O:24])[O:12][N:11]=[C:10]2[C:13]2[C:17]([NH:18][CH2:19][CH2:20][O:21][CH3:22])=[N:16][O:15][N:14]=2)[CH:5]=[CH:6][C:7]=1[F:8]. The yield is 0.980.